This data is from Forward reaction prediction with 1.9M reactions from USPTO patents (1976-2016). The task is: Predict the product of the given reaction. (1) Given the reactants [Cl:1][C:2]1[C:7]([Cl:8])=[CH:6][C:5]([NH:9][C:10](=[NH:17])[C:11]2[CH:16]=[CH:15][CH:14]=[CH:13][CH:12]=2)=[CH:4][C:3]=1[NH:18][C:19](=[O:32])/[CH:20]=[CH:21]/[C:22]1[CH:27]=[CH:26][CH:25]=[CH:24][C:23]=1[C:28]([F:31])([F:30])[F:29].Cl, predict the reaction product. The product is: [ClH:1].[Cl:1][C:2]1[C:7]([Cl:8])=[CH:6][C:5]([NH:9][C:10](=[NH:17])[C:11]2[CH:12]=[CH:13][CH:14]=[CH:15][CH:16]=2)=[CH:4][C:3]=1[NH:18][C:19](=[O:32])/[CH:20]=[CH:21]/[C:22]1[CH:27]=[CH:26][CH:25]=[CH:24][C:23]=1[C:28]([F:29])([F:30])[F:31]. (2) Given the reactants Cl.[Cl:2][C:3]1[CH:4]=[C:5]([C:9]2[C:18]3[C:13](=[CH:14][CH:15]=[C:16]([C:19]([C:27]4[CH:32]=[CH:31][C:30]([Cl:33])=[CH:29][CH:28]=4)(O)[C:20]4[N:24]([CH3:25])[CH:23]=[N:22][CH:21]=4)[CH:17]=3)[N:12]([CH3:34])[C:11](=[O:35])[CH:10]=2)[CH:6]=[CH:7][CH:8]=1.S(Cl)([Cl:38])=O, predict the reaction product. The product is: [Cl:2][C:3]1[CH:4]=[C:5]([C:9]2[C:18]3[C:13](=[CH:14][CH:15]=[C:16]([C:19]([Cl:38])([C:27]4[CH:32]=[CH:31][C:30]([Cl:33])=[CH:29][CH:28]=4)[C:20]4[N:24]([CH3:25])[CH:23]=[N:22][CH:21]=4)[CH:17]=3)[N:12]([CH3:34])[C:11](=[O:35])[CH:10]=2)[CH:6]=[CH:7][CH:8]=1. (3) Given the reactants O=[C:2]1[CH:7]=[CH:6][N:5]2[CH:8]=[N:9][C:10]([C:11]([O:13][CH2:14][CH3:15])=[O:12])=[C:4]2[NH:3]1.P(Cl)(Cl)([Cl:18])=O, predict the reaction product. The product is: [Cl:18][C:2]1[CH:7]=[CH:6][N:5]2[CH:8]=[N:9][C:10]([C:11]([O:13][CH2:14][CH3:15])=[O:12])=[C:4]2[N:3]=1. (4) Given the reactants [NH2:1][C:2]1[N:10]=[CH:9][N:8]=[C:7]2[C:3]=1[N:4]=[CH:5][N:6]2[C@H:11]1[C@@H:15]2[O:16]C(C)(C)[O:18][C@@H:14]2[C@@H:13]([CH2:21][N:22]([CH3:41])[C:23](=[O:40])[CH2:24][CH2:25][NH:26][C:27]([NH:29][C:30]2[CH:35]=[CH:34][C:33]([C:36]([CH3:39])([CH3:38])[CH3:37])=[CH:32][CH:31]=2)=[O:28])[O:12]1.C([O-])([O-])=O.[K+].[K+].O, predict the reaction product. The product is: [NH2:1][C:2]1[N:10]=[CH:9][N:8]=[C:7]2[C:3]=1[N:4]=[CH:5][N:6]2[C@@H:11]1[O:12][C@H:13]([CH2:21][N:22]([CH3:41])[C:23](=[O:40])[CH2:24][CH2:25][NH:26][C:27]([NH:29][C:30]2[CH:35]=[CH:34][C:33]([C:36]([CH3:39])([CH3:37])[CH3:38])=[CH:32][CH:31]=2)=[O:28])[C@@H:14]([OH:18])[C@H:15]1[OH:16]. (5) Given the reactants Br[C:2]1[C:11]2[N:10]=[C:9]([NH:12][C@H:13]([CH3:17])[CH:14]([CH3:16])[CH3:15])[C:8]3[CH:18]=[CH:19][C:20]([F:22])=[CH:21][C:7]=3[C:6]=2[C:5](=[O:23])[NH:4][CH:3]=1.[S:24]1[CH:28]=[CH:27][C:26](B(O)O)=[CH:25]1, predict the reaction product. The product is: [CH3:17][C@@H:13]([NH:12][C:9]1[C:8]2[CH:18]=[CH:19][C:20]([F:22])=[CH:21][C:7]=2[C:6]2[C:5](=[O:23])[NH:4][CH:3]=[C:2]([C:26]3[CH:27]=[CH:28][S:24][CH:25]=3)[C:11]=2[N:10]=1)[CH:14]([CH3:16])[CH3:15]. (6) The product is: [F:1][C:2]1[C:7]([C:8]([Cl:13])=[O:10])=[CH:6][CH:5]=[CH:4][N:3]=1. Given the reactants [F:1][C:2]1[C:7]([C:8]([OH:10])=O)=[CH:6][CH:5]=[CH:4][N:3]=1.S(Cl)([Cl:13])=O.CN(C)C=O, predict the reaction product.